From a dataset of Reaction yield outcomes from USPTO patents with 853,638 reactions. Predict the reaction yield, written as a fraction of the theoretical maximum amount of product (1.0 means a 100% yield; for example, 0.34 means a 34% yield). The reactants are [CH3:1][NH:2][C:3]([NH2:5])=[O:4].[C:6](O)(=[O:11])[CH2:7][C:8](O)=[O:9].C(OC(=O)C)(=O)C. The catalyst is C(O)(=O)C. The product is [CH3:1][N:2]1[C:6](=[O:11])[CH2:7][C:8](=[O:9])[NH:5][C:3]1=[O:4]. The yield is 0.500.